Dataset: Catalyst prediction with 721,799 reactions and 888 catalyst types from USPTO. Task: Predict which catalyst facilitates the given reaction. (1) Reactant: [OH-].[Na+].[CH3:3][O:4][C:5]1[CH:6]=[C:7]([CH:10]=[C:11]([O:13][CH3:14])[CH:12]=1)[CH:8]=O.[C:15]([C:18]1[CH:23]=[CH:22][CH:21]=[CH:20][N:19]=1)(=[O:17])[CH3:16]. Product: [CH3:3][O:4][C:5]1[CH:6]=[C:7]([CH:10]=[C:11]([O:13][CH3:14])[CH:12]=1)[CH:8]=[C:23]1[CH:22]=[CH:21][CH:20]=[N:19][CH:18]1[C:15](=[O:17])[CH3:16]. The catalyst class is: 72. (2) Reactant: [N+:1]([C:4]1[CH:5]=[CH:6][C:7]2[S:11][CH:10]=[N:9][C:8]=2[CH:12]=1)([O-])=O.O.O.Cl[Sn]Cl.CCN(CC)CC. Product: [S:11]1[C:7]2[CH:6]=[CH:5][C:4]([NH2:1])=[CH:12][C:8]=2[N:9]=[CH:10]1. The catalyst class is: 25. (3) Reactant: [CH3:1][C:2]1[N:3]([C:8]2[N:13]=[C:12]([CH2:14][C:15]([OH:17])=O)[CH:11]=[CH:10][CH:9]=2)[C:4]([CH3:7])=[CH:5][CH:6]=1.[NH:18]1[C:26]2[C:21](=[CH:22][C:23]([NH:27][C:28]([C:30]3[C:31]([C:36]4[CH:41]=[CH:40][C:39]([C:42]([F:45])([F:44])[F:43])=[CH:38][CH:37]=4)=[CH:32][CH:33]=[CH:34][CH:35]=3)=[O:29])=[CH:24][CH:25]=2)[CH2:20][CH2:19]1.C1CN([P+](ON2N=NC3C=CC=CC2=3)(N2CCCC2)N2CCCC2)CC1.F[P-](F)(F)(F)(F)F.C(N(C(C)C)CC)(C)C. Product: [CH3:7][C:4]1[N:3]([C:8]2[N:13]=[C:12]([CH2:14][C:15]([N:18]3[C:26]4[C:21](=[CH:22][C:23]([NH:27][C:28]([C:30]5[C:31]([C:36]6[CH:37]=[CH:38][C:39]([C:42]([F:43])([F:44])[F:45])=[CH:40][CH:41]=6)=[CH:32][CH:33]=[CH:34][CH:35]=5)=[O:29])=[CH:24][CH:25]=4)[CH2:20][CH2:19]3)=[O:17])[CH:11]=[CH:10][CH:9]=2)[C:2]([CH3:1])=[CH:6][CH:5]=1. The catalyst class is: 255. (4) Product: [Br:1][C:2]1[CH:3]=[C:4]([N:9]([CH2:14][CH2:15][CH3:16])[CH2:10][C:11]([N:22]([CH3:23])[CH3:21])=[O:13])[S:5][C:6]=1[C:7]#[N:8]. The catalyst class is: 11. Reactant: [Br:1][C:2]1[CH:3]=[C:4]([N:9]([CH2:14][CH2:15][CH3:16])[CH2:10][C:11]([OH:13])=O)[S:5][C:6]=1[C:7]#[N:8].S(Cl)(Cl)=O.[CH3:21][NH:22][CH3:23].O. (5) Reactant: COC[O:4][CH:5]([CH2:26][N:27]1[C:32](=[O:33])[CH:31]=[N:30][C:29]2[CH:34]=[CH:35][C:36]([O:38][CH3:39])=[N:37][C:28]1=2)[CH2:6][NH:7][CH2:8][C@@H:9]1[CH2:13][N:12]([C:14]2[CH:15]=[CH:16][C:17]3[O:18][CH2:19][C:20](=[O:24])[NH:21][C:22]=3[N:23]=2)[C:11](=[O:25])[CH2:10]1.Cl. Product: [OH:4][CH:5]([CH2:26][N:27]1[C:32](=[O:33])[CH:31]=[N:30][C:29]2[CH:34]=[CH:35][C:36]([O:38][CH3:39])=[N:37][C:28]1=2)[CH2:6][NH:7][CH2:8][C@@H:9]1[CH2:13][N:12]([C:14]2[CH:15]=[CH:16][C:17]3[O:18][CH2:19][C:20](=[O:24])[NH:21][C:22]=3[N:23]=2)[C:11](=[O:25])[CH2:10]1. The catalyst class is: 111. (6) Product: [NH2:2][CH2:1][C:3]1[CH:4]=[CH:5][C:6]([F:33])=[C:7]([C:9]2[CH:14]=[CH:13][CH:12]=[C:11]([CH2:15][N:16]3[CH2:21][CH2:20][N:19]([C:22]([O:24][CH2:25][C:26]4[CH:31]=[CH:30][CH:29]=[CH:28][CH:27]=4)=[O:23])[C@@H:18]([CH3:32])[CH2:17]3)[CH:10]=2)[CH:8]=1. Reactant: [C:1]([C:3]1[CH:4]=[CH:5][C:6]([F:33])=[C:7]([C:9]2[CH:14]=[CH:13][CH:12]=[C:11]([CH2:15][N:16]3[CH2:21][CH2:20][N:19]([C:22]([O:24][CH2:25][C:26]4[CH:31]=[CH:30][CH:29]=[CH:28][CH:27]=4)=[O:23])[C@@H:18]([CH3:32])[CH2:17]3)[CH:10]=2)[CH:8]=1)#[N:2].B. The catalyst class is: 1. (7) Reactant: [CH3:1][O:2][C:3](=[O:19])[C:4]1[CH:9]=[CH:8][CH:7]=[C:6]([CH2:10]P(OCC)(OCC)=O)[CH:5]=1.[H-].[Na+].[Cl:22][C:23]1[CH:30]=[C:29]([O:31][CH2:32][C:33]2[N:34]([C:41]3[C:46]([Cl:47])=[CH:45][CH:44]=[CH:43][C:42]=3[Cl:48])[N:35]=[N:36][C:37]=2[CH:38]([CH3:40])[CH3:39])[CH:28]=[CH:27][C:24]=1[CH:25]=O. Product: [CH3:1][O:2][C:3](=[O:19])[C:4]1[CH:9]=[CH:8][CH:7]=[C:6]([CH:10]=[CH:25][C:24]2[CH:27]=[CH:28][C:29]([O:31][CH2:32][C:33]3[N:34]([C:41]4[C:42]([Cl:48])=[CH:43][CH:44]=[CH:45][C:46]=4[Cl:47])[N:35]=[N:36][C:37]=3[CH:38]([CH3:40])[CH3:39])=[CH:30][C:23]=2[Cl:22])[CH:5]=1. The catalyst class is: 27. (8) Reactant: [Cl:1][C:2]1[CH:7]=[CH:6][CH:5]=[CH:4][C:3]=1[N:8]1[C:17](=[O:18])[C:16]2[C:11](=[CH:12][CH:13]=[C:14]([F:19])[CH:15]=2)[N:10]=[C:9]1[CH3:20].CO[CH:23](OC)[N:24]([CH3:26])[CH3:25]. Product: [Cl:1][C:2]1[CH:7]=[CH:6][CH:5]=[CH:4][C:3]=1[N:8]1[C:17](=[O:18])[C:16]2[C:11](=[CH:12][CH:13]=[C:14]([F:19])[CH:15]=2)[N:10]=[C:9]1[CH:20]=[CH:23][N:24]([CH3:26])[CH3:25]. The catalyst class is: 9. (9) Reactant: [CH3:1][CH:2]([CH3:15])[CH2:3][C:4]([N:6]1[CH2:11][CH2:10][CH2:9][C@@H:8]([C:12](O)=[O:13])[CH2:7]1)=[O:5]. Product: [OH:13][CH2:12][C@@H:8]1[CH2:9][CH2:10][CH2:11][N:6]([C:4](=[O:5])[CH2:3][CH:2]([CH3:1])[CH3:15])[CH2:7]1. The catalyst class is: 1. (10) Reactant: [F:1][C:2]1[CH:7]=[C:6]([I:8])[CH:5]=[CH:4][C:3]=1[NH:9][C:10]1[NH:14][C:13]2[C:15](=[O:18])[CH2:16][CH2:17][C:12]=2[C:11]=1[C:19]([O:21][CH2:22][CH3:23])=[O:20].[C:24](=O)([O-])[O-].[Cs+].[Cs+].COS(OC)(=O)=O. Product: [F:1][C:2]1[CH:7]=[C:6]([I:8])[CH:5]=[CH:4][C:3]=1[NH:9][C:10]1[N:14]([CH3:24])[C:13]2[C:15](=[O:18])[CH2:16][CH2:17][C:12]=2[C:11]=1[C:19]([O:21][CH2:22][CH3:23])=[O:20]. The catalyst class is: 18.